Dataset: Reaction yield outcomes from USPTO patents with 853,638 reactions. Task: Predict the reaction yield, written as a fraction of the theoretical maximum amount of product (1.0 means a 100% yield; for example, 0.34 means a 34% yield). (1) The reactants are Cl[C:2]1[N:7]=[C:6]([C:8]2[CH:13]=[CH:12][CH:11]=[C:10]([S:14]([CH3:17])(=[O:16])=[O:15])[CH:9]=2)[C:5]([CH3:18])=[CH:4][N:3]=1.[CH3:19][N:20]1[CH2:25][CH2:24][N:23]([CH2:26][C:27]2[CH:33]=[CH:32][C:30]([NH2:31])=[CH:29][CH:28]=2)[CH2:22][CH2:21]1. The catalyst is C(Cl)Cl.CO. The product is [CH3:18][C:5]1[C:6]([C:8]2[CH:13]=[CH:12][CH:11]=[C:10]([S:14]([CH3:17])(=[O:16])=[O:15])[CH:9]=2)=[N:7][C:2]([NH:31][C:30]2[CH:29]=[CH:28][C:27]([CH2:26][N:23]3[CH2:22][CH2:21][N:20]([CH3:19])[CH2:25][CH2:24]3)=[CH:33][CH:32]=2)=[N:3][CH:4]=1. The yield is 0.630. (2) The reactants are Cl[CH2:2][C:3]1[NH:4][C:5](=[O:17])[C:6]2[N:11]=[N:10][N:9]([CH:12]3[CH2:16][CH2:15][CH2:14][CH2:13]3)[C:7]=2[N:8]=1.Cl.[Cl:19][CH2:20][CH2:21][NH2:22].C(N(CC)CC)C.[I-].[Na+]. The catalyst is C(#N)C. The product is [Cl:19][CH2:20][CH2:21][NH:22][CH2:2][C:3]1[NH:4][C:5](=[O:17])[C:6]2[N:11]=[N:10][N:9]([CH:12]3[CH2:16][CH2:15][CH2:14][CH2:13]3)[C:7]=2[N:8]=1. The yield is 0.770. (3) The reactants are [CH:1]1([N:4](CC2C=CC(OC)=CC=2)[C:5]2[C:6]3[N:7]([C:23]([C:26]#[N:27])=[CH:24][N:25]=3)[N:8]=[C:9]([NH:11][C:12]3[CH:17]=[CH:16][C:15]([N:18]([CH2:21][CH3:22])[CH2:19][CH3:20])=[CH:14][CH:13]=3)[CH:10]=2)[CH2:3][CH2:2]1.C(O)(C(F)(F)F)=O.CO. The catalyst is C(Cl)Cl. The product is [CH:1]1([NH:4][C:5]2[C:6]3[N:7]([C:23]([C:26]#[N:27])=[CH:24][N:25]=3)[N:8]=[C:9]([NH:11][C:12]3[CH:13]=[CH:14][C:15]([N:18]([CH2:21][CH3:22])[CH2:19][CH3:20])=[CH:16][CH:17]=3)[CH:10]=2)[CH2:3][CH2:2]1. The yield is 0.221. (4) The reactants are BrBr.[F:3][C:4]1[CH:9]=[C:8]([CH2:10][C:11]([C:13]2[CH:18]=[CH:17][CH:16]=[C:15]([CH3:19])[CH:14]=2)=O)[CH:7]=[CH:6][N:5]=1.C(N(CC)CC)C.[NH2:27][C:28]([NH2:30])=[S:29].C(=O)([O-])O.[Na+]. The catalyst is C(O)(=O)C.C(#N)C. The product is [F:3][C:4]1[CH:9]=[C:8]([C:10]2[S:29][C:28]([NH2:30])=[N:27][C:11]=2[C:13]2[CH:18]=[CH:17][CH:16]=[C:15]([CH3:19])[CH:14]=2)[CH:7]=[CH:6][N:5]=1. The yield is 0.350.